The task is: Predict which catalyst facilitates the given reaction.. This data is from Catalyst prediction with 721,799 reactions and 888 catalyst types from USPTO. (1) Reactant: [NH2:1][C:2]1[CH:11]=[CH:10][C:5]([C:6]([O:8][CH3:9])=[O:7])=[C:4]([F:12])[CH:3]=1.Cl[C:14]([O:16][C:17]1[CH:22]=[CH:21][CH:20]=[CH:19][CH:18]=1)=[O:15].N1C=CC=CC=1. Product: [F:12][C:4]1[CH:3]=[C:2]([NH:1][C:14]([O:16][C:17]2[CH:22]=[CH:21][CH:20]=[CH:19][CH:18]=2)=[O:15])[CH:11]=[CH:10][C:5]=1[C:6]([O:8][CH3:9])=[O:7]. The catalyst class is: 21. (2) Reactant: O.[C:2]([O:6][C:7](=[O:14])[N:8]([N:12]=O)[CH:9]1[CH2:11][CH2:10]1)([CH3:5])([CH3:4])[CH3:3].[Cl-].[NH4+]. Product: [C:2]([O:6][C:7]([N:8]([CH:9]1[CH2:10][CH2:11]1)[NH2:12])=[O:14])([CH3:5])([CH3:3])[CH3:4]. The catalyst class is: 284. (3) Reactant: Cl[C:2]1[N:7]=[C:6]([NH:8][C@H:9]([C:11]2[CH:16]=[CH:15][C:14]([F:17])=[CH:13][CH:12]=2)[CH3:10])[CH:5]=[CH:4][CH:3]=1.[NH2:18][C:19]1[CH:24]=[N:23][CH:22]=[CH:21][N:20]=1.C1(P(C2CCCCC2)C2C=CC=CC=2C2C(C(C)C)=CC(C(C)C)=CC=2C(C)C)CCCCC1.CC(C)([O-])C.[Na+]. Product: [F:17][C:14]1[CH:15]=[CH:16][C:11]([C@@H:9]([NH:8][C:6]2[CH:5]=[CH:4][CH:3]=[C:2]([NH:18][C:19]3[CH:24]=[N:23][CH:22]=[CH:21][N:20]=3)[N:7]=2)[CH3:10])=[CH:12][CH:13]=1. The catalyst class is: 11. (4) Reactant: [CH:1]([N:5]=[C:6]=[O:7])([CH2:3][CH3:4])[CH3:2].[CH3:8][CH:9]1[CH:14]([CH3:15])[CH2:13][CH2:12][CH2:11][CH:10]1[OH:16]. Product: [CH3:8][CH:9]1[CH:14]([CH3:15])[CH2:13][CH2:12][CH2:11][CH:10]1[O:16][C:6](=[O:7])[NH:5][CH:1]([CH2:3][CH3:4])[CH3:2]. The catalyst class is: 6. (5) Reactant: [F:1][C:2]1[CH:34]=[CH:33][C:5]([O:6][C:7]2[CH:12]=[CH:11][C:10]([C:13]3[N:18]=[C:17]([C:19]([O:21]C(C)(C)C)=[O:20])[CH:16]=[C:15]([NH:26][C@@H:27]([CH3:32])[C:28]([O:30][CH3:31])=[O:29])[N:14]=3)=[CH:9][CH:8]=2)=[CH:4][CH:3]=1.[C:35]([OH:41])([C:37]([F:40])([F:39])[F:38])=[O:36]. Product: [F:1][C:2]1[CH:3]=[CH:4][C:5]([O:6][C:7]2[CH:8]=[CH:9][C:10]([C:13]3[N:18]=[C:17]([C:19]([OH:21])=[O:20])[CH:16]=[C:15]([NH:26][C@@H:27]([CH3:32])[C:28]([O:30][CH3:31])=[O:29])[N:14]=3)=[CH:11][CH:12]=2)=[CH:33][CH:34]=1.[F:38][C:37]([F:40])([F:39])[C:35]([OH:41])=[O:36].[F:1][C:2]1[CH:3]=[CH:4][C:5]([O:6][C:7]2[CH:8]=[CH:9][C:10]([C:13]3[N:18]=[C:17]([C:19]([OH:21])=[O:20])[CH:16]=[C:15]([NH:26][C@@H:27]([CH3:32])[C:28]([O:30][CH3:31])=[O:29])[N:14]=3)=[CH:11][CH:12]=2)=[CH:33][CH:34]=1. The catalyst class is: 2. (6) Reactant: [CH:1]([C:4]1[CH:9]=[CH:8][C:7]([S:10]([NH:13][C:14]2[CH:19]=[CH:18][C:17]([C@@H:20]3[CH2:24][CH2:23][NH:22][CH2:21]3)=[CH:16][CH:15]=2)(=[O:12])=[O:11])=[CH:6][CH:5]=1)([CH3:3])[CH3:2].[F:25][CH2:26][CH2:27][CH2:28]OS(C1C=CC(C)=CC=1)(=O)=O.C(N(CC)CC)C. Product: [CH:1]([C:4]1[CH:9]=[CH:8][C:7]([S:10]([NH:13][C:14]2[CH:19]=[CH:18][C:17]([C@@H:20]3[CH2:24][CH2:23][N:22]([CH2:28][CH2:27][CH2:26][F:25])[CH2:21]3)=[CH:16][CH:15]=2)(=[O:11])=[O:12])=[CH:6][CH:5]=1)([CH3:3])[CH3:2]. The catalyst class is: 9. (7) Reactant: F[CH2:2][CH2:3][O:4][C@@H:5]1[C:10]2[CH:11]=[CH:12][C:13]3[N:14]([CH3:19])[C:15]([CH3:18])=[N:16][C:17]=3[C:9]=2[O:8][C@H:7]([C:20]2[CH:25]=[CH:24][CH:23]=[CH:22][CH:21]=2)[C@H:6]1[OH:26].[H-].[Na+]. Product: [CH3:18][C:15]1[N:14]([CH3:19])[C:13]2[C:17](=[C:9]3[C:10](=[CH:11][CH:12]=2)[C@@H:5]2[C@H:6]([O:26][CH2:2][CH2:3][O:4]2)[C@@H:7]([C:20]2[CH:25]=[CH:24][CH:23]=[CH:22][CH:21]=2)[O:8]3)[N:16]=1. The catalyst class is: 9. (8) Reactant: [ClH:1].[CH2:2]([NH:4][C:5](=[O:20])[CH:6]([C:8]1[CH:13]=[CH:12][C:11]([CH:14]2[CH2:19][CH2:18][NH:17][CH2:16][CH2:15]2)=[CH:10][CH:9]=1)[CH3:7])[CH3:3]. Product: [ClH:1].[CH2:2]([NH:4][C:5](=[O:20])[CH:6]([C:8]1[CH:13]=[CH:12][C:11]([CH:14]2[CH2:19][CH2:18][NH:17][CH2:16][CH2:15]2)=[CH:10][CH:9]=1)[CH3:7])[CH3:3]. The catalyst class is: 12.